From a dataset of Full USPTO retrosynthesis dataset with 1.9M reactions from patents (1976-2016). Predict the reactants needed to synthesize the given product. The reactants are: Br[C:2]1[CH:3]=[C:4]([C:8]2[C:17]3[C:12](=[CH:13][C:14]([Cl:19])=[C:15]([CH3:18])[CH:16]=3)[O:11][C:10](=[O:20])[C:9]=2[CH2:21][C:22]([NH:24][C:25]2[CH:30]=[CH:29][C:28]([Cl:31])=[CH:27][C:26]=2[C:32]([F:35])([F:34])[F:33])=[O:23])[CH:5]=[CH:6][CH:7]=1.[C:36]([O:40][CH3:41])(=[O:39])[CH:37]=[CH2:38].C(N(CC)CC)C.C1(P(C2C=CC=CC=2)C2C=CC=CC=2)C=CC=CC=1. Given the product [Cl:19][C:14]1[CH:13]=[C:12]2[C:17]([C:8]([C:4]3[CH:3]=[C:2](/[CH:38]=[CH:37]/[C:36]([O:40][CH3:41])=[O:39])[CH:7]=[CH:6][CH:5]=3)=[C:9]([CH2:21][C:22]([NH:24][C:25]3[CH:30]=[CH:29][C:28]([Cl:31])=[CH:27][C:26]=3[C:32]([F:34])([F:35])[F:33])=[O:23])[C:10](=[O:20])[O:11]2)=[CH:16][C:15]=1[CH3:18], predict the reactants needed to synthesize it.